The task is: Predict which catalyst facilitates the given reaction.. This data is from Catalyst prediction with 721,799 reactions and 888 catalyst types from USPTO. (1) Reactant: Br[C:2]1[CH:7]=[CH:6][C:5]([C:8]2[N:9]=[CH:10][N:11]([CH3:25])[C:12]=2[NH:13][C:14](=[O:24])[O:15][C@@H:16]([C:18]2[CH:23]=[CH:22][CH:21]=[CH:20][CH:19]=2)[CH3:17])=[CH:4][CH:3]=1.[C:26]1([C:32]2([C:35]([O:37][CH3:38])=[O:36])[CH2:34][CH2:33]2)[CH:31]=[CH:30][CH:29]=[CH:28][CH:27]=1.C([O-])([O-])=O.[K+].[K+].COCCOC. Product: [CH3:25][N:11]1[C:12]([NH:13][C:14]([O:15][C@@H:16]([C:18]2[CH:23]=[CH:22][CH:21]=[CH:20][CH:19]=2)[CH3:17])=[O:24])=[C:8]([C:5]2[CH:6]=[CH:7][C:2]([C:29]3[CH:30]=[CH:31][C:26]([C:32]4([C:35]([O:37][CH3:38])=[O:36])[CH2:34][CH2:33]4)=[CH:27][CH:28]=3)=[CH:3][CH:4]=2)[N:9]=[CH:10]1. The catalyst class is: 103. (2) Reactant: [N+:1]([C:4]1[CH:9]=[CH:8][C:7]([C:10]2[N:14]3[N:15]=[CH:16][CH:17]=[C:18]([N:19]4[CH2:24][CH2:23][O:22][CH2:21][CH2:20]4)[C:13]3=[N:12][C:11]=2/[CH:25]=[CH:26]/[C:27]2[CH:36]=[CH:35][C:34]3[C:29](=[CH:30][CH:31]=[CH:32][CH:33]=3)[N:28]=2)=[CH:6][CH:5]=1)([O-])=O.O.[OH-].[Na+]. Product: [O:22]1[CH2:21][CH2:20][N:19]([C:18]2[C:13]3[N:14]([C:10]([C:7]4[CH:6]=[CH:5][C:4]([NH2:1])=[CH:9][CH:8]=4)=[C:11](/[CH:25]=[CH:26]/[C:27]4[CH:36]=[CH:35][C:34]5[C:29](=[CH:30][CH:31]=[CH:32][CH:33]=5)[N:28]=4)[N:12]=3)[N:15]=[CH:16][CH:17]=2)[CH2:24][CH2:23]1. The catalyst class is: 180. (3) Reactant: [NH:1]1[C:9]2[C:4](=[CH:5][C:6]([C:10]([O:12][CH2:13][C:14]3[CH:19]=[CH:18][CH:17]=[CH:16][CH:15]=3)=[O:11])=[CH:7][CH:8]=2)[CH:3]=[CH:2]1.[H-].[Na+].[C:22](Cl)(=[O:24])[CH3:23]. Product: [C:22]([N:1]1[C:9]2[C:4](=[CH:5][C:6]([C:10]([O:12][CH2:13][C:14]3[CH:15]=[CH:16][CH:17]=[CH:18][CH:19]=3)=[O:11])=[CH:7][CH:8]=2)[CH:3]=[CH:2]1)(=[O:24])[CH3:23]. The catalyst class is: 42. (4) Reactant: [CH:1]([Cl:4])(Cl)Cl.[C:5]([O:8][C:9]1[CH:10]=[C:11]2[C:16](=[CH:17][C:18]=1[O:19][C:20](=[O:22])[CH3:21])[N:15]=[CH:14][NH:13]C2=O)(=[O:7])[CH3:6].C(Cl)(=O)C(Cl)=O. Product: [Cl:4][C:1]1[C:11]2[C:16](=[CH:17][C:18]([O:19][C:20](=[O:22])[CH3:21])=[C:9]([O:8][C:5](=[O:7])[CH3:6])[CH:10]=2)[N:15]=[CH:14][N:13]=1. The catalyst class is: 9. (5) Reactant: [CH:1]([O:4][C:5]([N:7]1[CH:12]([CH2:13][CH3:14])[CH2:11][CH:10]([N:15]([C:28]2[N:33]=[CH:32][C:31]([O:34]CC3C=CC=CC=3)=[CH:30][N:29]=2)[CH2:16][C:17]2[CH:22]=[C:21]([C:23]([F:26])([F:25])[F:24])[CH:20]=[C:19]([Cl:27])[CH:18]=2)[CH2:9][CH:8]1[CH2:42][C:43]1[CH:48]=[CH:47][CH:46]=[CH:45][CH:44]=1)=[O:6])([CH3:3])[CH3:2].ClCCl.B(Cl)(Cl)Cl.CO.O. Product: [CH:1]([O:4][C:5]([N:7]1[CH:12]([CH2:13][CH3:14])[CH2:11][CH:10]([N:15]([CH2:16][C:17]2[CH:22]=[C:21]([C:23]([F:26])([F:24])[F:25])[CH:20]=[C:19]([Cl:27])[CH:18]=2)[C:28]2[N:33]=[CH:32][C:31]([OH:34])=[CH:30][N:29]=2)[CH2:9][CH:8]1[CH2:42][C:43]1[CH:44]=[CH:45][CH:46]=[CH:47][CH:48]=1)=[O:6])([CH3:2])[CH3:3]. The catalyst class is: 4. (6) Reactant: [C:1]([C:5]1[CH:9]=[C:8]([NH:10][C:11]([NH:13][C@@H:14]2[C:23]3[C:18](=[CH:19][CH:20]=[CH:21][CH:22]=3)[C@H:17]([O:24][C:25]3[CH:26]=[CH:27][C:28]4[N:29]([C:31]([N:34]5[CH2:39][CH2:38][CH2:37][CH2:36][C@@H:35]5[CH3:40])=[N:32][N:33]=4)[CH:30]=3)[CH2:16][CH2:15]2)=[O:12])[N:7]([C:41]2[CH:42]=[C:43]([CH:52]=[CH:53][CH:54]=2)[O:44][C@H:45]([CH3:51])[CH2:46][NH:47][C:48](N)=[O:49])[N:6]=1)([CH3:4])([CH3:3])[CH3:2].[CH3:55]S(O)(=O)=[O:57].CNC. Product: [CH:48]([OH:49])=[O:57].[C:1]([C:5]1[CH:9]=[C:8]([NH:10][C:11]([NH:13][C@@H:14]2[C:23]3[C:18](=[CH:19][CH:20]=[CH:21][CH:22]=3)[C@H:17]([O:24][C:25]3[CH:26]=[CH:27][C:28]4[N:29]([C:31]([N:34]5[CH2:39][CH2:38][CH2:37][CH2:36][C@@H:35]5[CH3:40])=[N:32][N:33]=4)[CH:30]=3)[CH2:16][CH2:15]2)=[O:12])[N:7]([C:41]2[CH:54]=[CH:53][CH:52]=[C:43]([O:44][C@H:45]([CH3:51])[CH2:46][N:47]([CH3:48])[CH3:55])[CH:42]=2)[N:6]=1)([CH3:2])([CH3:3])[CH3:4]. The catalyst class is: 1.